From a dataset of Forward reaction prediction with 1.9M reactions from USPTO patents (1976-2016). Predict the product of the given reaction. Given the reactants [Cl:1][C:2]1[CH:3]=[C:4]([C:8]2[N:9]=[C:10]([N:16]3[C:20]4[CH:21]=[C:22]([O:27][CH3:28])[C:23]([O:25][CH3:26])=[CH:24][C:19]=4[N:18]=[CH:17]3)[S:11][C:12]=2[C:13](O)=[O:14])[CH:5]=[CH:6][CH:7]=1.[NH2:29][C:30]1[S:31][CH:32]=[CH:33][N:34]=1, predict the reaction product. The product is: [S:31]1[CH:32]=[CH:33][N:34]=[C:30]1[NH:29][C:13]([C:12]1[S:11][C:10]([N:16]2[C:20]3[CH:21]=[C:22]([O:27][CH3:28])[C:23]([O:25][CH3:26])=[CH:24][C:19]=3[N:18]=[CH:17]2)=[N:9][C:8]=1[C:4]1[CH:5]=[CH:6][CH:7]=[C:2]([Cl:1])[CH:3]=1)=[O:14].